This data is from TCR-epitope binding with 47,182 pairs between 192 epitopes and 23,139 TCRs. The task is: Binary Classification. Given a T-cell receptor sequence (or CDR3 region) and an epitope sequence, predict whether binding occurs between them. (1) The epitope is HPVGEADYFEY. The TCR CDR3 sequence is CASSRTGTSYEQYF. Result: 0 (the TCR does not bind to the epitope). (2) The epitope is LPRRSGAAGA. The TCR CDR3 sequence is CASSPFSGPSYEQYF. Result: 1 (the TCR binds to the epitope). (3) The epitope is RPPIFIRRL. The TCR CDR3 sequence is CATSDLWFRNNEQFF. Result: 0 (the TCR does not bind to the epitope). (4) The epitope is SEETGTLIV. The TCR CDR3 sequence is CSVEVVRDSIQYF. Result: 0 (the TCR does not bind to the epitope). (5) The epitope is KLWAQCVQL. The TCR CDR3 sequence is CASSLYSDTQYF. Result: 0 (the TCR does not bind to the epitope). (6) The epitope is AYAQKIFKI. The TCR CDR3 sequence is CASSPLSGGTEAFF. Result: 1 (the TCR binds to the epitope). (7) The TCR CDR3 sequence is CASSWRQDNYGYTF. Result: 1 (the TCR binds to the epitope). The epitope is KAYNVTQAF. (8) The epitope is KLNVGDYFV. The TCR CDR3 sequence is CSVWDSSTEAFF. Result: 1 (the TCR binds to the epitope). (9) The epitope is GTSGSPIINR. The TCR CDR3 sequence is CASSLQWGNEQFF. Result: 1 (the TCR binds to the epitope).